This data is from Reaction yield outcomes from USPTO patents with 853,638 reactions. The task is: Predict the reaction yield, written as a fraction of the theoretical maximum amount of product (1.0 means a 100% yield; for example, 0.34 means a 34% yield). (1) The reactants are C(Cl)(=O)C(Cl)=O.CS(C)=O.[Cl:11][C:12]1[C:13]2[CH:24]=[CH:23][CH:22]=[CH:21][C:14]=2[S:15][C:16]=1[CH2:17][CH2:18][CH2:19][OH:20].C(N(CC)CC)C. The catalyst is ClCCl.O. The product is [Cl:11][C:12]1[C:13]2[CH:24]=[CH:23][CH:22]=[CH:21][C:14]=2[S:15][C:16]=1[CH2:17][CH2:18][CH:19]=[O:20]. The yield is 0.830. (2) The reactants are C1(P(C2C=CC=CC=2)C2C=CC3C(=CC=CC=3)C=2C2C3C(=CC=CC=3)C=CC=2P(C2C=CC=CC=2)C2C=CC=CC=2)C=CC=CC=1.[Br:47][C:48]1[CH:60]=[CH:59][C:58]2[C:57]3[C:52](=[CH:53][CH:54]=[CH:55][CH:56]=3)[NH:51][C:50]=2[CH:49]=1.Br[C:62]1[CH:67]=[C:66]([CH3:68])[CH:65]=[CH:64][N:63]=1.CC(C)([O-])C.[Na+]. The catalyst is C1(C)C=CC=C(C)C=1.C1C=CC(/C=C/C(/C=C/C2C=CC=CC=2)=O)=CC=1.C1C=CC(/C=C/C(/C=C/C2C=CC=CC=2)=O)=CC=1.C1C=CC(/C=C/C(/C=C/C2C=CC=CC=2)=O)=CC=1.[Pd].[Pd]. The product is [Br:47][C:48]1[CH:60]=[CH:59][C:58]2[C:57]3[C:52](=[CH:53][CH:54]=[CH:55][CH:56]=3)[N:51]([C:62]3[CH:67]=[C:66]([CH3:68])[CH:65]=[CH:64][N:63]=3)[C:50]=2[CH:49]=1. The yield is 0.400.